This data is from Peptide-MHC class II binding affinity with 134,281 pairs from IEDB. The task is: Regression. Given a peptide amino acid sequence and an MHC pseudo amino acid sequence, predict their binding affinity value. This is MHC class II binding data. (1) The peptide sequence is PEVKYTVFETALKKAITAMS. The MHC is DRB1_1001 with pseudo-sequence DRB1_1001. The binding affinity (normalized) is 0.571. (2) The peptide sequence is ETAEGGEIHELLRLQ. The MHC is HLA-DQA10101-DQB10501 with pseudo-sequence HLA-DQA10101-DQB10501. The binding affinity (normalized) is 0.260.